Dataset: Forward reaction prediction with 1.9M reactions from USPTO patents (1976-2016). Task: Predict the product of the given reaction. (1) Given the reactants [C:1]([C:4]1[CH:5]=[C:6]2[C:10](=[CH:11][CH:12]=1)[C:9]1([CH2:15][N:14]([C:16]([O:18][C:19]([CH3:22])([CH3:21])[CH3:20])=[O:17])[CH2:13]1)[O:8][CH2:7]2)(=[O:3])[CH3:2].[Cl:23][C:24]1[CH:25]=[C:26]([C:31](=O)[C:32]([F:35])([F:34])[F:33])[CH:27]=[C:28]([Cl:30])[CH:29]=1.C([O-])([O-])=O.[Cs+].[Cs+], predict the reaction product. The product is: [Cl:23][C:24]1[CH:25]=[C:26]([C:31]([C:32]([F:35])([F:33])[F:34])=[CH:2][C:1]([C:4]2[CH:5]=[C:6]3[C:10](=[CH:11][CH:12]=2)[C:9]2([CH2:13][N:14]([C:16]([O:18][C:19]([CH3:22])([CH3:21])[CH3:20])=[O:17])[CH2:15]2)[O:8][CH2:7]3)=[O:3])[CH:27]=[C:28]([Cl:30])[CH:29]=1. (2) Given the reactants [NH2:1][C:2]1[CH:3]=[C:4]2[C:20](=[O:21])[NH:19][N:18]=[CH:17][C:6]3=[C:7]([C:11]4[CH:16]=[CH:15][CH:14]=[CH:13][CH:12]=4)[NH:8][C:9]([CH:10]=1)=[C:5]23.[CH3:22][N:23]([CH3:35])[C@@H:24]([CH2:28][C:29]1[CH:34]=[CH:33][CH:32]=[CH:31][CH:30]=1)[C:25](O)=[O:26].C(N(CC)CC)C.F[P-](F)(F)(F)(F)F.N1(OC(N(C)C)=[N+](C)C)C2N=CC=CC=2N=N1, predict the reaction product. The product is: [CH3:35][N:23]([CH3:22])[C@@H:24]([CH2:28][C:29]1[CH:34]=[CH:33][CH:32]=[CH:31][CH:30]=1)[C:25]([NH:1][C:2]1[CH:3]=[C:4]2[C:20](=[O:21])[NH:19][N:18]=[CH:17][C:6]3=[C:7]([C:11]4[CH:12]=[CH:13][CH:14]=[CH:15][CH:16]=4)[NH:8][C:9]([CH:10]=1)=[C:5]23)=[O:26]. (3) Given the reactants [NH:1]1[CH2:6][CH2:5][CH2:4][C@@H:3]([N:7]2[CH:11]=[C:10]([O:12][C:13]3[N:14]=[C:15]([OH:23])[C:16]4[CH:22]=[CH:21][N:20]=[CH:19][C:17]=4[N:18]=3)[CH:9]=[N:8]2)[CH2:2]1.Br[CH2:25][C:26]1[CH:31]=[CH:30][CH:29]=[CH:28][CH:27]=1, predict the reaction product. The product is: [CH2:25]([N:1]1[CH2:6][CH2:5][CH2:4][C@@H:3]([N:7]2[CH:11]=[C:10]([O:12][C:13]3[N:14]=[C:15]([OH:23])[C:16]4[CH:22]=[CH:21][N:20]=[CH:19][C:17]=4[N:18]=3)[CH:9]=[N:8]2)[CH2:2]1)[C:26]1[CH:31]=[CH:30][CH:29]=[CH:28][CH:27]=1. (4) Given the reactants [CH2:1]([O:8][C:9]([N:11]1[CH2:15][C@H:14]([F:16])[C@H:13]2[O:17][CH2:18][C@H:19]([OH:20])[C@@H:12]12)=[O:10])[C:2]1[CH:7]=[CH:6][CH:5]=[CH:4][CH:3]=1.CC(OI1(OC(C)=O)(OC(C)=O)OC(=O)C2C=CC=CC1=2)=O, predict the reaction product. The product is: [CH2:1]([O:8][C:9]([N:11]1[CH2:15][C@H:14]([F:16])[C@H:13]2[O:17][CH2:18][C:19](=[O:20])[C@@H:12]12)=[O:10])[C:2]1[CH:3]=[CH:4][CH:5]=[CH:6][CH:7]=1.